This data is from Peptide-MHC class I binding affinity with 185,985 pairs from IEDB/IMGT. The task is: Regression. Given a peptide amino acid sequence and an MHC pseudo amino acid sequence, predict their binding affinity value. This is MHC class I binding data. (1) The peptide sequence is CTGSFKLEK. The MHC is HLA-A11:01 with pseudo-sequence HLA-A11:01. The binding affinity (normalized) is 0.659. (2) The peptide sequence is GLYNRHRGR. The MHC is HLA-A02:12 with pseudo-sequence HLA-A02:12. The binding affinity (normalized) is 0.0847. (3) The peptide sequence is QSQQGHLAR. The MHC is Patr-A0101 with pseudo-sequence Patr-A0101. The binding affinity (normalized) is 0.199. (4) The MHC is Mamu-A2201 with pseudo-sequence Mamu-A2201. The peptide sequence is APQFSLWRR. The binding affinity (normalized) is 0. (5) The binding affinity (normalized) is 0.0847. The MHC is HLA-B15:01 with pseudo-sequence HLA-B15:01. The peptide sequence is SYVFNFHKY. (6) The peptide sequence is HESFDLAGLF. The MHC is HLA-B44:02 with pseudo-sequence HLA-B44:02. The binding affinity (normalized) is 0.522. (7) The peptide sequence is FLRKRRRFF. The MHC is HLA-A01:01 with pseudo-sequence HLA-A01:01. The binding affinity (normalized) is 0.0847.